From a dataset of Reaction yield outcomes from USPTO patents with 853,638 reactions. Predict the reaction yield, written as a fraction of the theoretical maximum amount of product (1.0 means a 100% yield; for example, 0.34 means a 34% yield). (1) The reactants are Br[C:2]1[CH:18]=[CH:17][C:5]([O:6][CH:7]([CH3:16])[CH2:8][NH:9][S:10]([CH:13]([CH3:15])[CH3:14])(=[O:12])=[O:11])=[CH:4][CH:3]=1.[CH:19]([C:21]1[CH:22]=[C:23](B(O)O)[CH:24]=[CH:25][CH:26]=1)=[O:20].C(=O)([O-])[O-].[Na+].[Na+]. The catalyst is Cl[Pd](Cl)([P](C1C=CC=CC=1)(C1C=CC=CC=1)C1C=CC=CC=1)[P](C1C=CC=CC=1)(C1C=CC=CC=1)C1C=CC=CC=1.COCCOC. The product is [CH3:16][CH:7]([O:6][C:5]1[CH:17]=[CH:18][C:2]([C:25]2[CH:26]=[C:21]([CH:22]=[CH:23][CH:24]=2)[CH:19]=[O:20])=[CH:3][CH:4]=1)[CH2:8][NH:9][S:10]([CH:13]([CH3:15])[CH3:14])(=[O:12])=[O:11]. The yield is 0.460. (2) The reactants are [CH2:1]([O:3][CH:4]([O:23][CH2:24][CH3:25])[C:5]1[CH:22]=[CH:21][C:8](/[CH:9]=[N:10]/[C:11]2[CH:19]=[CH:18][CH:17]=[C:16]3[C:12]=2[CH2:13][O:14][C:15]3=[O:20])=[CH:7][CH:6]=1)[CH3:2].[CH3:26][N:27]1[CH:31]=[CH:30][N:29]=[C:28]1[CH:32]=O.[CH2:34]([O-])[CH3:35].[Na+].C(OCC)(=[O:41])CC. No catalyst specified. The product is [CH2:1]([O:3][CH:4]([O:23][CH2:24][CH3:25])[C:5]1[CH:22]=[CH:21][C:8]([CH:9]2[CH:32]([C:28]3[N:27]([CH3:26])[CH:31]=[CH:30][N:29]=3)[C:13](=[O:41])[C:12]3[C:16]([C:15]([O:14][CH2:34][CH3:35])=[O:20])=[CH:17][CH:18]=[CH:19][C:11]=3[NH:10]2)=[CH:7][CH:6]=1)[CH3:2]. The yield is 0.0500.